This data is from CYP2C9 inhibition data for predicting drug metabolism from PubChem BioAssay. The task is: Regression/Classification. Given a drug SMILES string, predict its absorption, distribution, metabolism, or excretion properties. Task type varies by dataset: regression for continuous measurements (e.g., permeability, clearance, half-life) or binary classification for categorical outcomes (e.g., BBB penetration, CYP inhibition). Dataset: cyp2c9_veith. (1) The compound is N#Cc1ccc(CN2CCC3(CC2)CCN(C(=O)c2csnn2)CC3)cc1. The result is 0 (non-inhibitor). (2) The molecule is Br.N=c1n(CCN2CCOCC2)c2ccccc2n1CC(=O)c1ccc(Cl)c(Cl)c1. The result is 1 (inhibitor). (3) The molecule is COc1cccc(CNc2ccc3nc(-c4ccc(N)cc4)c(OC)n3n2)c1. The result is 0 (non-inhibitor). (4) The molecule is O=C(N/N=C/c1ccc(Cl)cc1Cl)Nc1ccccc1. The result is 0 (non-inhibitor). (5) The molecule is CN(CC[C@@H](Oc1ccc(-c2ccccc2)cc1)c1ccc(F)cc1)CC(=O)O. The result is 1 (inhibitor). (6) The drug is CCC(NC(=O)Nc1cc(OC)c(OC)c(OC)c1)(C(F)(F)F)C(F)(F)F. The result is 1 (inhibitor).